From a dataset of Cav3 T-type calcium channel HTS with 100,875 compounds. Binary Classification. Given a drug SMILES string, predict its activity (active/inactive) in a high-throughput screening assay against a specified biological target. (1) The result is 0 (inactive). The molecule is Brc1c2n(nc1C(=O)NCc1occc1)c(cc(n2)c1sccc1)C(F)(F)F. (2) The molecule is Clc1ccc(S(=O)(=O)N2C(CCC2)C(=O)Nc2sccn2)cc1. The result is 0 (inactive). (3) The drug is O(Cc1c(onc1C)C)c1cc(C(=O)Nc2ccc(cc2)C)ccc1. The result is 0 (inactive). (4) The drug is O(c1cc(CNCCNC(=O)c2nonc2N)ccc1)C. The result is 0 (inactive). (5) The compound is S(=O)(=O)(N1CCN(CC1)c1nn2c(nnc2c2ccc(F)cc2)cc1)c1ccc(OC)cc1. The result is 0 (inactive).